Dataset: Forward reaction prediction with 1.9M reactions from USPTO patents (1976-2016). Task: Predict the product of the given reaction. (1) Given the reactants [CH2:1]([O:3][C:4](=[O:30])[CH2:5][O:6][C:7]1[CH:12]=[CH:11][C:10]([O:13][CH2:14][C:15]2[S:16][C:17]([Br:28])=[C:18]([C:20]3[CH:25]=[CH:24][C:23](OC)=[CH:22][CH:21]=3)[N:19]=2)=[CH:9][C:8]=1[CH3:29])[CH3:2].BrCC([C:35]1[CH:40]=[CH:39][C:38](OC)=[CH:37][CH:36]=1)=O, predict the reaction product. The product is: [CH2:1]([O:3][C:4](=[O:30])[CH2:5][O:6][C:7]1[CH:12]=[CH:11][C:10]([O:13][CH2:14][C:15]2[S:16][C:17]([Br:28])=[C:18]([C:20]3[CH:25]=[CH:24][C:23]([C:35]4[CH:40]=[CH:39][CH:38]=[CH:37][CH:36]=4)=[CH:22][CH:21]=3)[N:19]=2)=[CH:9][C:8]=1[CH3:29])[CH3:2]. (2) Given the reactants O.O.[Sn](Cl)(Cl)(Cl)Cl.[CH3:8][C:9]1[CH:16]=[C:15]([N+:17]([O-])=O)[CH:14]=[CH:13][C:10]=1[C:11]#[N:12], predict the reaction product. The product is: [NH2:17][C:15]1[CH:14]=[CH:13][C:10]([C:11]#[N:12])=[C:9]([CH3:8])[CH:16]=1. (3) Given the reactants [CH2:1]([N:8]1[C:14](=O)[CH:13]2[NH:16][CH:10]([CH2:11][CH2:12]2)[C:9]1=O)[C:2]1[CH:7]=[CH:6][CH:5]=[CH:4][CH:3]=1.[H-].[H-].[H-].[H-].[Li+].[Al+3], predict the reaction product. The product is: [CH2:1]([N:8]1[CH2:14][CH:13]2[NH:16][CH:10]([CH2:11][CH2:12]2)[CH2:9]1)[C:2]1[CH:3]=[CH:4][CH:5]=[CH:6][CH:7]=1.